Task: Predict the product of the given reaction.. Dataset: Forward reaction prediction with 1.9M reactions from USPTO patents (1976-2016) (1) Given the reactants [NH2:1][C@H:2]([CH2:23][F:24])[C@@H:3]([C:5]1[CH:10]=[CH:9][C:8]([C:11]2[CH:12]=[CH:13][C:14]([CH2:17][NH:18][S:19]([CH3:22])(=[O:21])=[O:20])=[N:15][CH:16]=2)=[CH:7][CH:6]=1)[OH:4].[CH3:25][S:26](Cl)(=[O:28])=[O:27], predict the reaction product. The product is: [F:24][CH2:23][C@@H:2]([NH:1][S:26]([CH3:25])(=[O:28])=[O:27])[C@H:3]([OH:4])[C:5]1[CH:10]=[CH:9][C:8]([C:11]2[CH:16]=[N:15][C:14]([CH2:17][NH:18][S:19]([CH3:22])(=[O:20])=[O:21])=[CH:13][CH:12]=2)=[CH:7][CH:6]=1. (2) Given the reactants C(OC(=O)[NH:7][C:8]1[CH:13]=[C:12]([N:14]2[CH2:18][CH2:17][CH2:16][CH2:15]2)[C:11]([C:19]([F:22])([F:21])[F:20])=[CH:10][C:9]=1[NH:23][C:24](=[O:42])[CH2:25][C:26]([C:28]1[CH:33]=[CH:32][CH:31]=[C:30]([C:34]2[CH:39]=[C:38]([CH3:40])[N:37]=[C:36]([CH3:41])[CH:35]=2)[CH:29]=1)=O)(C)(C)C.C(O)(C(F)(F)F)=O, predict the reaction product. The product is: [CH3:41][C:36]1[CH:35]=[C:34]([C:30]2[CH:29]=[C:28]([C:26]3[CH2:25][C:24](=[O:42])[NH:23][C:9]4[CH:10]=[C:11]([C:19]([F:20])([F:22])[F:21])[C:12]([N:14]5[CH2:15][CH2:16][CH2:17][CH2:18]5)=[CH:13][C:8]=4[N:7]=3)[CH:33]=[CH:32][CH:31]=2)[CH:39]=[C:38]([CH3:40])[N:37]=1. (3) Given the reactants [N:1]1[CH:6]=[CH:5][CH:4]=[C:3]([CH2:7][NH:8][C:9]([C:11]2[S:15][C:14]([C:16]3[NH:17][N:18]=[CH:19][CH:20]=3)=[N:13][C:12]=2[CH3:21])=[O:10])[CH:2]=1.Br[CH2:23][C:24]1[CH:29]=[CH:28][C:27]([C:30]([CH3:33])([CH3:32])[CH3:31])=[CH:26][CH:25]=1, predict the reaction product. The product is: [N:1]1[CH:6]=[CH:5][CH:4]=[C:3]([CH2:7][NH:8][C:9]([C:11]2[S:15][C:14]([C:16]3[CH:20]=[CH:19][N:18]([CH2:23][C:24]4[CH:29]=[CH:28][C:27]([C:30]([CH3:33])([CH3:32])[CH3:31])=[CH:26][CH:25]=4)[N:17]=3)=[N:13][C:12]=2[CH3:21])=[O:10])[CH:2]=1. (4) The product is: [CH:17]([O:9][C:4]1[CH:5]=[CH:6][CH:7]=[CH:8][C:3]=1[C:1]#[N:2])([CH3:19])[CH3:18]. Given the reactants [C:1]([C:3]1[CH:8]=[CH:7][CH:6]=[CH:5][C:4]=1[OH:9])#[N:2].C(=O)([O-])[O-].[Cs+].[Cs+].I[CH:17]([CH3:19])[CH3:18], predict the reaction product. (5) The product is: [C:20]([O:19][C:17]([N:14]1[CH2:13][CH2:12][N:11]([C:8]2[CH:7]=[CH:6][C:5]([C:3]([OH:4])=[O:2])=[N:10][CH:9]=2)[CH2:16][CH2:15]1)=[O:18])([CH3:23])([CH3:21])[CH3:22]. Given the reactants C[O:2][C:3]([C:5]1[N:10]=[CH:9][C:8]([N:11]2[CH2:16][CH2:15][N:14]([C:17]([O:19][C:20]([CH3:23])([CH3:22])[CH3:21])=[O:18])[CH2:13][CH2:12]2)=[CH:7][CH:6]=1)=[O:4].[OH-].[Na+], predict the reaction product. (6) Given the reactants ClC1C=C[C:5]([S:8]([NH2:11])(=[O:10])=[O:9])=[CH:4]C=1[N+]([O-])=O.[CH:15]1([N:18]2[CH2:23][CH2:22][CH:21]([NH2:24])[CH2:20][CH2:19]2)[CH2:17][CH2:16]1.[ClH:25].Cl.CN1CCN(N)CC1.CCN(C(C)C)C(C)C.[CH3:47][N:45]([CH3:51])[CH2:46][CH2:47][N:45]([CH3:51])[CH3:46], predict the reaction product. The product is: [Cl:25][C:47]1[CH:4]=[C:5]([S:8]([NH2:11])(=[O:10])=[O:9])[CH:51]=[N:45][C:46]=1[NH:24][CH:21]1[CH2:22][CH2:23][N:18]([CH:15]2[CH2:17][CH2:16]2)[CH2:19][CH2:20]1. (7) Given the reactants [CH2:1]([C:3]1[C:12]([CH3:13])=[C:11]([O:14][C:15]([CH:17]2[CH2:19][CH2:18]2)=[O:16])[C:10]2[C:5](=[CH:6][CH:7]=[C:8]([F:21])[C:9]=2[F:20])[N:4]=1)C.[Cl-].ClC1N(C)CC[NH+]1C.N1C=C[CH:34]=[CH:33][CH:32]=1.C(C1C(C)=C([O:50]C(C2CC2)=O)C2C(=CC(F)=C(F)C=2)N=1)C, predict the reaction product. The product is: [CH3:1][C:3]1[C:12]([CH3:13])=[C:11]([O:14][C:15]([C:17](=[O:50])[CH2:19][CH2:18][CH2:32][C:33]#[CH:34])=[O:16])[C:10]2[C:5](=[CH:6][CH:7]=[C:8]([F:21])[C:9]=2[F:20])[N:4]=1. (8) Given the reactants [CH2:1]([O:8][C:9]([NH:11][CH:12]([CH2:16][OH:17])[C:13]([OH:15])=O)=[O:10])[C:2]1[CH:7]=[CH:6][CH:5]=[CH:4][CH:3]=1.CN(C(ON1N=N[C:28]2[CH:29]=[CH:30][CH:31]=N[C:27]1=2)=[N+](C)C)C.F[P-](F)(F)(F)(F)F.[CH3:42][CH2:43]N(C(C)C)C(C)C.[NH2:51][C:52]1[S:53][CH:54]=[C:55]([C:57]2[CH:68]=[CH:67][C:60]([C:61]([NH:63][CH:64]3[CH2:66][CH2:65]3)=[O:62])=[CH:59][CH:58]=2)[N:56]=1, predict the reaction product. The product is: [CH2:1]([O:8][C:9]([N:11]1[CH:12]([C:13](=[O:15])[NH:51][C:52]2[S:53][CH:54]=[C:55]([C:57]3[CH:58]=[CH:59][C:60]([C:61](=[O:62])[NH:63][CH:64]4[CH2:65][CH2:66]4)=[CH:67][CH:68]=3)[N:56]=2)[CH2:16][O:17][C@H:27]1[C:28]1[CH:43]=[CH:42][CH:31]=[CH:30][CH:29]=1)=[O:10])[C:2]1[CH:3]=[CH:4][CH:5]=[CH:6][CH:7]=1. (9) The product is: [CH:1]1([N:31]2[C:32]3[C:28](=[C:27]([N+:24]([O-:26])=[O:25])[CH:35]=[CH:34][CH:33]=3)[CH:29]=[CH:30]2)[CH2:3][CH2:2]1. Given the reactants [CH:1]1(B(O)O)[CH2:3][CH2:2]1.C(=O)(O)[O-].[Na+].N1C=CC=CC=1C1C=CC=CN=1.[N+:24]([C:27]1[CH:35]=[CH:34][CH:33]=[C:32]2[C:28]=1[CH:29]=[CH:30][NH:31]2)([O-:26])=[O:25], predict the reaction product. (10) Given the reactants [CH2:1]([O:8][C:9]1[CH:14]=[CH:13][C:12](OB(O)O)=[CH:11][C:10]=1[C:19]#[N:20])[C:2]1[CH:7]=[CH:6][CH:5]=[CH:4][CH:3]=1.Cl[C:22]1[CH:23]=[C:24]([CH:29]=[CH:30][N:31]=1)[C:25]([O:27][CH3:28])=[O:26].C(=O)([O-])[O-].[Na+].[Na+], predict the reaction product. The product is: [CH2:1]([O:8][C:9]1[CH:14]=[CH:13][C:12]([C:22]2[CH:23]=[C:24]([CH:29]=[CH:30][N:31]=2)[C:25]([O:27][CH3:28])=[O:26])=[CH:11][C:10]=1[C:19]#[N:20])[C:2]1[CH:7]=[CH:6][CH:5]=[CH:4][CH:3]=1.